From a dataset of Reaction yield outcomes from USPTO patents with 853,638 reactions. Predict the reaction yield, written as a fraction of the theoretical maximum amount of product (1.0 means a 100% yield; for example, 0.34 means a 34% yield). (1) The reactants are C[N:2](C)/[CH:3]=[CH:4]/[C:5]([C:7]1[C:12](=[O:13])[CH:11]=[CH:10][N:9]([C:14]2[CH:19]=[CH:18][CH:17]=[C:16]([C:20]([F:23])([F:22])[F:21])[CH:15]=2)[N:8]=1)=O.[F:25][C:26]([F:36])([F:35])[C:27]1[CH:32]=[CH:31][CH:30]=[CH:29][C:28]=1[NH:33]N. No catalyst specified. The product is [F:21][C:20]([F:23])([F:22])[C:16]1[CH:15]=[C:14]([N:9]2[CH:10]=[CH:11][C:12](=[O:13])[C:7]([C:5]3[N:33]([C:28]4[CH:29]=[CH:30][CH:31]=[CH:32][C:27]=4[C:26]([F:25])([F:35])[F:36])[N:2]=[CH:3][CH:4]=3)=[N:8]2)[CH:19]=[CH:18][CH:17]=1. The yield is 0.460. (2) The reactants are [N:1]([C:3]1[C:4]([NH2:15])=[N:5][C:6]([NH2:14])=[N:7][C:8]=1[O:9][CH2:10][CH:11]([CH3:13])[CH3:12])=O.[ClH:16]. The catalyst is C(O)C.[Pd]. The product is [ClH:16].[ClH:16].[CH3:12][CH:11]([CH3:13])[CH2:10][O:9][C:8]1[N:7]=[C:6]([NH2:14])[N:5]=[C:4]([NH2:15])[C:3]=1[NH2:1]. The yield is 0.680.